This data is from Reaction yield outcomes from USPTO patents with 853,638 reactions. The task is: Predict the reaction yield, written as a fraction of the theoretical maximum amount of product (1.0 means a 100% yield; for example, 0.34 means a 34% yield). (1) The reactants are [CH3:1][O:2][CH:3]([O:31][CH3:32])[C:4]1[CH:9]=[CH:8][C:7]([CH:10]2[CH:19]([C:20]3[CH:25]=[CH:24][CH:23]=[CH:22][CH:21]=3)[C:18](=O)[C:17]3[C:16]([C:27]([O:29]C)=O)=[CH:15][CH:14]=[CH:13][C:12]=3[NH:11]2)=[CH:6][CH:5]=1.O.[NH2:34][NH2:35]. No catalyst specified. The product is [CH3:1][O:2][CH:3]([O:31][CH3:32])[C:4]1[CH:9]=[CH:8][C:7]([CH:10]2[NH:11][C:12]3[C:17]4[C:18](=[N:34][NH:35][C:27](=[O:29])[C:16]=4[CH:15]=[CH:14][CH:13]=3)[CH:19]2[C:20]2[CH:25]=[CH:24][CH:23]=[CH:22][CH:21]=2)=[CH:6][CH:5]=1. The yield is 0.780. (2) The reactants are Br[C:2]1[CH:7]=[CH:6][C:5]([CH2:8][C@H:9]([O:14][CH2:15][CH:16]2[CH2:18][CH2:17]2)[C:10]([O:12][CH3:13])=[O:11])=[CH:4][CH:3]=1.[CH3:19][NH:20][C:21]1[CH:26]=[CH:25][CH:24]=[C:23](B2OC(C)(C)C(C)(C)O2)[CH:22]=1.P([O-])([O-])([O-])=O.[K+].[K+].[K+].O. The catalyst is CN(C)C=O.C1C=CC([P]([Pd]([P](C2C=CC=CC=2)(C2C=CC=CC=2)C2C=CC=CC=2)([P](C2C=CC=CC=2)(C2C=CC=CC=2)C2C=CC=CC=2)[P](C2C=CC=CC=2)(C2C=CC=CC=2)C2C=CC=CC=2)(C2C=CC=CC=2)C2C=CC=CC=2)=CC=1. The product is [CH:16]1([CH2:15][O:14][C@@H:9]([CH2:8][C:5]2[CH:6]=[CH:7][C:2]([C:23]3[CH:24]=[CH:25][CH:26]=[C:21]([NH:20][CH3:19])[CH:22]=3)=[CH:3][CH:4]=2)[C:10]([O:12][CH3:13])=[O:11])[CH2:18][CH2:17]1. The yield is 0.450. (3) The reactants are CC(OC(/N=N/C(OC(C)C)=O)=O)C.[CH3:15][O:16][C:17]1[CH:22]=[C:21]([N+:23]([O-:25])=[O:24])[CH:20]=[CH:19][C:18]=1[OH:26].[C:27]([S:46][CH2:47][CH2:48]O)([C:40]1[CH:45]=[CH:44][CH:43]=[CH:42][CH:41]=1)([C:34]1[CH:39]=[CH:38][CH:37]=[CH:36][CH:35]=1)[C:28]1[CH:33]=[CH:32][CH:31]=[CH:30][CH:29]=1.C1C=CC(P(C2C=CC=CC=2)C2C=CC=CC=2)=CC=1. The catalyst is C1COCC1.CCOC(C)=O. The product is [CH3:15][O:16][C:17]1[CH:22]=[C:21]([N+:23]([O-:25])=[O:24])[CH:20]=[CH:19][C:18]=1[O:26][CH2:48][CH2:47][S:46][C:27]([C:34]1[CH:39]=[CH:38][CH:37]=[CH:36][CH:35]=1)([C:28]1[CH:29]=[CH:30][CH:31]=[CH:32][CH:33]=1)[C:40]1[CH:45]=[CH:44][CH:43]=[CH:42][CH:41]=1. The yield is 0.710. (4) The reactants are [CH3:1][O:2][C:3](=[O:14])[C:4]1[C:9]([N+:10]([O-:12])=[O:11])=[CH:8][CH:7]=[CH:6][C:5]=1[CH3:13].[Br:15]N1C(C)(C)C(=O)N(Br)C1=O.N(C(C)(C)C#N)=NC(C)(C)C#N.CCCCCCC. The catalyst is C(OC)(=O)C. The product is [CH3:1][O:2][C:3](=[O:14])[C:4]1[C:9]([N+:10]([O-:12])=[O:11])=[CH:8][CH:7]=[CH:6][C:5]=1[CH2:13][Br:15]. The yield is 0.350. (5) The reactants are C[O:2][C:3]([CH:5]1[CH2:9][C:8](=[CH2:10])[CH2:7][CH:6]1[NH:11][C:12]([O:14][C:15]([CH3:18])([CH3:17])[CH3:16])=[O:13])=[O:4].O[Li].O. The catalyst is CO.O. The product is [C:15]([O:14][C:12]([NH:11][CH:6]1[CH2:7][C:8](=[CH2:10])[CH2:9][CH:5]1[C:3]([OH:4])=[O:2])=[O:13])([CH3:18])([CH3:16])[CH3:17]. The yield is 0.930.